From a dataset of Retrosynthesis with 50K atom-mapped reactions and 10 reaction types from USPTO. Predict the reactants needed to synthesize the given product. Given the product CCN(CCN)c1ccc(C)c(F)c1, predict the reactants needed to synthesize it. The reactants are: CCNc1ccc(C)c(F)c1.NCCBr.